Dataset: Forward reaction prediction with 1.9M reactions from USPTO patents (1976-2016). Task: Predict the product of the given reaction. (1) Given the reactants [CH3:1][C:2]1[CH:3]=[CH:4][C:5]([NH:8][C:9](=[O:19])[C:10]2[CH:15]=[CH:14][CH:13]=[CH:12][C:11]=2[N+:16]([O-])=O)=[N:6][CH:7]=1.CO.[BH4-].[Na+], predict the reaction product. The product is: [CH3:1][C:2]1[CH:3]=[CH:4][C:5]([NH:8][C:9](=[O:19])[C:10]2[CH:15]=[CH:14][CH:13]=[CH:12][C:11]=2[NH2:16])=[N:6][CH:7]=1. (2) Given the reactants Br[C:2]1[CH:7]=[CH:6][C:5]([C@@H:8]2[CH2:12][N:11]([C:13]3[CH:18]=[CH:17][CH:16]=[CH:15][CH:14]=3)[CH2:10][C@H:9]2[NH:19][S:20]([CH:23]([CH3:25])[CH3:24])(=[O:22])=[O:21])=[CH:4][CH:3]=1.[F:26][C:27]1[N:32]=[CH:31][C:30](B(O)O)=[CH:29][CH:28]=1, predict the reaction product. The product is: [F:26][C:27]1[N:32]=[CH:31][C:30]([C:2]2[CH:3]=[CH:4][C:5]([C@@H:8]3[CH2:12][N:11]([C:13]4[CH:14]=[CH:15][CH:16]=[CH:17][CH:18]=4)[CH2:10][C@H:9]3[NH:19][S:20]([CH:23]([CH3:24])[CH3:25])(=[O:22])=[O:21])=[CH:6][CH:7]=2)=[CH:29][CH:28]=1. (3) Given the reactants [Si:1]([O:8][CH2:9][C@@H:10]1[C@@H:19]([OH:20])[C@H:18]([OH:21])[C@H:13]2[NH:14][C:15](=[O:17])[O:16][C@H:12]2[CH2:11]1)([C:4]([CH3:7])([CH3:6])[CH3:5])([CH3:3])[CH3:2].[C:22](Cl)(=[O:29])[C:23]1[CH:28]=[CH:27][CH:26]=[CH:25][CH:24]=1, predict the reaction product. The product is: [C:22]([O:21][C@@H:18]1[C@H:13]2[NH:14][C:15](=[O:17])[O:16][C@H:12]2[CH2:11][C@H:10]([CH2:9][O:8][Si:1]([C:4]([CH3:7])([CH3:5])[CH3:6])([CH3:3])[CH3:2])[C@H:19]1[O:20][C:9](=[O:8])[C:10]1[CH:19]=[CH:18][CH:13]=[CH:12][CH:11]=1)(=[O:29])[C:23]1[CH:28]=[CH:27][CH:26]=[CH:25][CH:24]=1. (4) Given the reactants Cl.C([O:4][C:5](=[O:35])[CH2:6][CH:7]1[CH2:12][CH2:11][CH2:10][CH2:9][N:8]1[C:13]1[CH:18]=[C:17]([NH:19][CH2:20][CH2:21][C:22]2[CH:27]=[CH:26][C:25]([O:28][C:29]([F:32])([F:31])[F:30])=[CH:24][CH:23]=2)[N:16]=[C:15]([O:33][CH3:34])[N:14]=1)C.[OH-:36].[Na+].[OH2:38].[CH3:39]O, predict the reaction product. The product is: [F:32][C:29]([F:30])([F:31])[C:39]([OH:38])=[O:36].[CH3:34][O:33][C:15]1[N:14]=[C:13]([N:8]2[CH2:9][CH2:10][CH2:11][CH2:12][CH:7]2[CH2:6][C:5]([OH:35])=[O:4])[CH:18]=[C:17]([NH:19][CH2:20][CH2:21][C:22]2[CH:23]=[CH:24][C:25]([O:28][C:29]([F:32])([F:30])[F:31])=[CH:26][CH:27]=2)[N:16]=1. (5) Given the reactants [C:1]([C:3]1[S:7][C:6]([C:8]2[S:9][C:10]([CH2:13][CH2:14][CH2:15][CH2:16][CH2:17][CH3:18])=[CH:11][CH:12]=2)=[CH:5][CH:4]=1)#[CH:2].[CH2:19]1[CH2:29][CH2:28]N2[C:22](=NCCC2)[CH2:21][CH2:20]1.CN([CH2:33][CH2:34]N(C)C)C, predict the reaction product. The product is: [CH2:1]([C:3]1[S:7][C:6]([C:8]2[S:9][C:10]([C:13]#[C:14][C:15]#[C:16][C:17]3[S:9][C:8]([C:6]4[S:7][C:3]([CH2:28][CH2:29][CH2:19][CH2:20][CH2:21][CH3:22])=[CH:33][CH:34]=4)=[CH:12][CH:18]=3)=[CH:11][CH:12]=2)=[CH:5][CH:4]=1)[CH2:2][CH2:11][CH2:10][CH2:13][CH3:14]. (6) Given the reactants O[CH2:2][C:3]1[C:8]([CH3:9])=[C:7]([F:10])[CH:6]=[CH:5][C:4]=1[N:11]1[C:15](=[O:16])[N:14]([CH3:17])[N:13]=[N:12]1.P(Br)(Br)[Br:19], predict the reaction product. The product is: [Br:19][CH2:2][C:3]1[C:8]([CH3:9])=[C:7]([F:10])[CH:6]=[CH:5][C:4]=1[N:11]1[C:15](=[O:16])[N:14]([CH3:17])[N:13]=[N:12]1. (7) Given the reactants [N+:1]([C:4]1[CH:9]=[CH:8][C:7]([NH2:10])=[C:6]([NH2:11])[CH:5]=1)([O-:3])=[O:2].[CH3:12][C:13]([CH:15]=O)=O, predict the reaction product. The product is: [CH3:15][C:13]1[CH:12]=[N:11][C:6]2[C:7](=[CH:8][CH:9]=[C:4]([N+:1]([O-:3])=[O:2])[CH:5]=2)[N:10]=1. (8) Given the reactants [CH:1]1[C:10]2[C:5](=[C:6](B(O)O)[CH:7]=[CH:8][CH:9]=2)[CH:4]=[CH:3][N:2]=1.Br[C:15]1[CH:20]=[CH:19][C:18]([NH:21][C:22]([C:24]2[C:25](=[O:41])[N:26]([C:35]3[CH:40]=[CH:39][CH:38]=[CH:37][CH:36]=3)[N:27]([CH2:30][C:31]([OH:34])([CH3:33])[CH3:32])[C:28]=2[CH3:29])=[O:23])=[CH:17][C:16]=1[CH3:42].C([O-])(O)=O.[Na+].N#N, predict the reaction product. The product is: [OH:34][C:31]([CH3:33])([CH3:32])[CH2:30][N:27]1[C:28]([CH3:29])=[C:24]([C:22]([NH:21][C:18]2[CH:19]=[CH:20][C:15]([C:6]3[CH:7]=[CH:8][CH:9]=[C:10]4[C:5]=3[CH:4]=[CH:3][N:2]=[CH:1]4)=[C:16]([CH3:42])[CH:17]=2)=[O:23])[C:25](=[O:41])[N:26]1[C:35]1[CH:40]=[CH:39][CH:38]=[CH:37][CH:36]=1. (9) Given the reactants [NH:1]1[CH2:5][CH2:4][C@@H:3]2[CH2:6][N:7]([C:9]([O:11][C:12]([CH3:15])([CH3:14])[CH3:13])=[O:10])[CH2:8][C@H:2]12.Br[C:17]1[CH:18]=[N:19][CH:20]=[C:21]([CH:33]=1)[C:22]([NH:24][C:25]1[CH:30]=[C:29]([F:31])[CH:28]=[C:27]([F:32])[CH:26]=1)=[O:23].C1(P(C2C=CC=CC=2)C2C3OC4C(=CC=CC=4P(C4C=CC=CC=4)C4C=CC=CC=4)C(C)(C)C=3C=CC=2)C=CC=CC=1.C(=O)([O-])[O-].[Cs+].[Cs+], predict the reaction product. The product is: [F:32][C:27]1[CH:26]=[C:25]([NH:24][C:22]([C:21]2[CH:33]=[C:17]([N:1]3[C@@H:2]4[C@@H:3]([CH2:6][N:7]([C:9]([O:11][C:12]([CH3:15])([CH3:14])[CH3:13])=[O:10])[CH2:8]4)[CH2:4][CH2:5]3)[CH:18]=[N:19][CH:20]=2)=[O:23])[CH:30]=[C:29]([F:31])[CH:28]=1. (10) Given the reactants C([O:5][C:6](=[O:33])[C:7]1[CH:12]=[C:11]([CH:13]2[CH2:15][CH2:14]2)[C:10]([CH2:16][N:17]2[CH2:22][CH2:21][O:20][C@H:19]([CH2:23][C:24]3[CH:29]=[CH:28][C:27]([Cl:30])=[C:26]([Cl:31])[CH:25]=3)[CH2:18]2)=[CH:9][C:8]=1[F:32])(C)(C)C.Cl, predict the reaction product. The product is: [ClH:30].[CH:13]1([C:11]2[C:10]([CH2:16][N:17]3[CH2:22][CH2:21][O:20][C@H:19]([CH2:23][C:24]4[CH:29]=[CH:28][C:27]([Cl:30])=[C:26]([Cl:31])[CH:25]=4)[CH2:18]3)=[CH:9][C:8]([F:32])=[C:7]([CH:12]=2)[C:6]([OH:33])=[O:5])[CH2:15][CH2:14]1.